From a dataset of Full USPTO retrosynthesis dataset with 1.9M reactions from patents (1976-2016). Predict the reactants needed to synthesize the given product. (1) Given the product [NH2:7][CH2:8][CH2:9][NH:10][S:11]([C:14]1[C:15]2[CH:16]=[CH:17][N:18]=[CH:19][C:20]=2[CH:21]=[C:22]([C:32]2[CH:31]=[CH:30][CH:29]=[C:28]([CH:27]([F:37])[F:26])[CH:33]=2)[CH:23]=1)(=[O:12])=[O:13], predict the reactants needed to synthesize it. The reactants are: C(OC(=O)[NH:7][CH2:8][CH2:9][NH:10][S:11]([C:14]1[C:15]2[CH:16]=[CH:17][N:18]=[CH:19][C:20]=2[CH:21]=[C:22](Br)[CH:23]=1)(=[O:13])=[O:12])(C)(C)C.[F:26][CH:27]([F:37])[C:28]1[CH:29]=[C:30](B(O)O)[CH:31]=[CH:32][CH:33]=1.[O-]P([O-])([O-])=O.[K+].[K+].[K+]. (2) Given the product [F:1][C:2]1[C:10]2[O:9][N:8]=[C:7]([CH3:11])[C:6]=2[CH:5]=[C:4]([C:12]([O:14][CH3:15])=[O:13])[C:3]=1[NH:16][C:17]1[CH:22]=[CH:21][C:20]([I:24])=[CH:19][C:18]=1[F:23], predict the reactants needed to synthesize it. The reactants are: [F:1][C:2]1[C:10]2[O:9][N:8]=[C:7]([CH3:11])[C:6]=2[CH:5]=[C:4]([C:12]([O:14][CH3:15])=[O:13])[C:3]=1[NH:16][C:17]1[CH:22]=[CH:21][CH:20]=[CH:19][C:18]=1[F:23].[I:24]N1C(=O)CCC1=O.C(O)(C(F)(F)F)=O. (3) Given the product [ClH:44].[NH2:41][C:19]1[N:18]=[C:17]([C:15]2[N:14]([CH3:42])[C:11]3[CH2:12][CH2:13][NH:8][C:9](=[O:43])[C:10]=3[CH:16]=2)[C:22]([C:23]#[C:24][C:25]2[CH:26]=[C:27]([NH:31][C:32]([NH:34][C:35]3[CH:36]=[CH:37][CH:38]=[CH:39][CH:40]=3)=[O:33])[CH:28]=[CH:29][CH:30]=2)=[CH:21][N:20]=1, predict the reactants needed to synthesize it. The reactants are: C(OC([N:8]1[CH2:13][CH2:12][C:11]2[N:14]([CH3:42])[C:15]([C:17]3[C:22]([C:23]#[C:24][C:25]4[CH:30]=[CH:29][CH:28]=[C:27]([NH:31][C:32]([NH:34][C:35]5[CH:40]=[CH:39][CH:38]=[CH:37][CH:36]=5)=[O:33])[CH:26]=4)=[CH:21][N:20]=[C:19]([NH2:41])[N:18]=3)=[CH:16][C:10]=2[C:9]1=[O:43])=O)(C)(C)C.[ClH:44]. (4) Given the product [CH3:1][O:2][C:3]([C:5]1[C:10]([NH:11][C:12]2[CH:17]=[CH:16][CH:15]=[CH:14][C:13]=2[F:18])=[C:9]([F:19])[C:8]([Cl:20])=[C:7]([C:22]#[N:23])[N:6]=1)=[O:4], predict the reactants needed to synthesize it. The reactants are: [CH3:1][O:2][C:3]([C:5]1[C:10]([NH:11][C:12]2[CH:17]=[CH:16][CH:15]=[CH:14][C:13]=2[F:18])=[C:9]([F:19])[C:8]([Cl:20])=[C:7](Cl)[N:6]=1)=[O:4].[CH3:22][N:23]1C(=O)CCC1.